The task is: Regression. Given two drug SMILES strings and cell line genomic features, predict the synergy score measuring deviation from expected non-interaction effect.. This data is from NCI-60 drug combinations with 297,098 pairs across 59 cell lines. (1) Drug 1: C1=CC(=CC=C1CC(C(=O)O)N)N(CCCl)CCCl.Cl. Drug 2: C(=O)(N)NO. Cell line: MALME-3M. Synergy scores: CSS=15.3, Synergy_ZIP=-3.32, Synergy_Bliss=2.63, Synergy_Loewe=-7.60, Synergy_HSA=0.561. (2) Drug 1: CC1=C(C=C(C=C1)NC2=NC=CC(=N2)N(C)C3=CC4=NN(C(=C4C=C3)C)C)S(=O)(=O)N.Cl. Cell line: RXF 393. Synergy scores: CSS=44.7, Synergy_ZIP=14.8, Synergy_Bliss=16.6, Synergy_Loewe=-11.0, Synergy_HSA=18.8. Drug 2: CC1=C2C(C(=O)C3(C(CC4C(C3C(C(C2(C)C)(CC1OC(=O)C(C(C5=CC=CC=C5)NC(=O)OC(C)(C)C)O)O)OC(=O)C6=CC=CC=C6)(CO4)OC(=O)C)O)C)O. (3) Drug 1: CC1=C2C(C(=O)C3(C(CC4C(C3C(C(C2(C)C)(CC1OC(=O)C(C(C5=CC=CC=C5)NC(=O)OC(C)(C)C)O)O)OC(=O)C6=CC=CC=C6)(CO4)OC(=O)C)OC)C)OC. Drug 2: CNC(=O)C1=NC=CC(=C1)OC2=CC=C(C=C2)NC(=O)NC3=CC(=C(C=C3)Cl)C(F)(F)F. Cell line: SW-620. Synergy scores: CSS=68.2, Synergy_ZIP=16.3, Synergy_Bliss=15.8, Synergy_Loewe=6.71, Synergy_HSA=16.3.